From a dataset of Experimentally validated miRNA-target interactions with 360,000+ pairs, plus equal number of negative samples. Binary Classification. Given a miRNA mature sequence and a target amino acid sequence, predict their likelihood of interaction. (1) The miRNA is hsa-miR-1260a with sequence AUCCCACCUCUGCCACCA. The protein sequence of the target gene is MGNREMEELIPLVNRLQDAFSALGQSCLLELPQIAVVGGQSAGKSSVLENFVGRDFLPRGSGIVTRRPLVLQLVTSKAEYAEFLHCKGKKFTDFDEVRHEIEAETDRVTGMNKGISSIPINLRVYSPHVLNLTLIDLPGITKVPVGDQPPDIEYQIRDMIMQFITRENCLILAVTPANTDLANSDALKLAKEVDPQGLRTIGVITKLDLMDEGTDARDVLENKLLPLRRGYVGVVNRSQKDIDGKKDIKAAMLAERKFFLSHPAYRHIADRMGTPHLQKVLNQQLTNHIRDTLPNFRNKL.... Result: 0 (no interaction). (2) The miRNA is mmu-miR-124-3p with sequence UAAGGCACGCGGUGAAUGCC. The protein sequence of the target gene is MVRKLKFHEQKLLKQVDFLNWEVTDHNLHELRVLRRYRLQRREEYTRYNQLSRAVRELARRLRDLPERDPFRVRASAALLDKLYAMGLVPTRGSLELCDSVSASSFCRRRLPTLLLKLRMAQHLQAAVAFVEQGHVRVGPDVVTDPAFLVTRSMEDFVTWVDSSKIKRHVLEYNEERDDFDLDA. Result: 1 (interaction).